From a dataset of Full USPTO retrosynthesis dataset with 1.9M reactions from patents (1976-2016). Predict the reactants needed to synthesize the given product. Given the product [Cl:1][CH2:2][C:3]([NH:6][CH2:7][CH:8]([OH:25])[CH2:9][N:10]([CH2:11][C:12]1[CH:17]=[CH:16][CH:15]=[CH:14][CH:13]=1)[CH2:18][C:19]1[CH:24]=[CH:23][CH:22]=[CH:21][CH:20]=1)=[O:4], predict the reactants needed to synthesize it. The reactants are: [Cl:1][CH2:2][C:3](Cl)=[O:4].[NH2:6][CH2:7][CH:8]([OH:25])[CH2:9][N:10]([CH2:18][C:19]1[CH:24]=[CH:23][CH:22]=[CH:21][CH:20]=1)[CH2:11][C:12]1[CH:17]=[CH:16][CH:15]=[CH:14][CH:13]=1.